This data is from Reaction yield outcomes from USPTO patents with 853,638 reactions. The task is: Predict the reaction yield, written as a fraction of the theoretical maximum amount of product (1.0 means a 100% yield; for example, 0.34 means a 34% yield). (1) The reactants are [NH:1]([C:8]1[N:9]([C:24]2[CH:29]=[CH:28][CH:27]=[CH:26][CH:25]=2)[C:10]2[C:15]([C:16](=[O:18])[CH:17]=1)=[C:14]([C:19]([F:22])([F:21])[F:20])[CH:13]=[C:12](Cl)[N:11]=2)[C:2]1[CH:7]=[CH:6][CH:5]=[CH:4][CH:3]=1.[CH3:30][S:31]([NH2:34])(=[O:33])=[O:32].C([O-])([O-])=O.[K+].[K+]. The catalyst is CS(C)=O. The product is [NH:1]([C:8]1[N:9]([C:24]2[CH:29]=[CH:28][CH:27]=[CH:26][CH:25]=2)[C:10]2[N:11]=[C:12]([NH:34][S:31]([CH3:30])(=[O:33])=[O:32])[CH:13]=[C:14]([C:19]([F:22])([F:21])[F:20])[C:15]=2[C:16](=[O:18])[CH:17]=1)[C:2]1[CH:7]=[CH:6][CH:5]=[CH:4][CH:3]=1. The yield is 0.0400. (2) The reactants are [Cl-].O[NH3+:3].[C:4](=[O:7])([O-])[OH:5].[Na+].CS(C)=O.[CH2:13]([C:17]1[N:18]=[C:19]([CH3:47])[N:20]([C:39]2[CH:44]=[CH:43][CH:42]=[C:41]([O:45][CH3:46])[CH:40]=2)[C:21](=[O:38])[C:22]=1[CH2:23][C:24]1[CH:29]=[CH:28][C:27]([C:30]2[C:31]([C:36]#[N:37])=[CH:32][CH:33]=[CH:34][CH:35]=2)=[CH:26][CH:25]=1)[CH2:14][CH2:15][CH3:16]. The catalyst is O.C(OCC)(=O)C. The product is [CH2:13]([C:17]1[N:18]=[C:19]([CH3:47])[N:20]([C:39]2[CH:44]=[CH:43][CH:42]=[C:41]([O:45][CH3:46])[CH:40]=2)[C:21](=[O:38])[C:22]=1[CH2:23][C:24]1[CH:25]=[CH:26][C:27]([C:30]2[CH:35]=[CH:34][CH:33]=[CH:32][C:31]=2[C:36]2[NH:3][C:4](=[O:7])[O:5][N:37]=2)=[CH:28][CH:29]=1)[CH2:14][CH2:15][CH3:16]. The yield is 0.470. (3) The reactants are [Cl:1][C:2]1[O:3][C:4]2[CH:10]=[CH:9][C:8]([C:11]([CH2:30][CH3:31])=[C:12]([C:23]3[CH:28]=[CH:27][C:26]([OH:29])=[CH:25][CH:24]=3)[C:13]3[CH:18]=[CH:17][C:16]([O:19][CH2:20][CH2:21]Cl)=[CH:15][CH:14]=3)=[CH:7][C:5]=2[CH:6]=1.[CH3:32][NH:33][CH3:34]. The catalyst is CO. The product is [Cl:1][C:2]1[O:3][C:4]2[CH:10]=[CH:9][C:8]([C:11]([CH2:30][CH3:31])=[C:12]([C:23]3[CH:28]=[CH:27][C:26]([OH:29])=[CH:25][CH:24]=3)[C:13]3[CH:18]=[CH:17][C:16]([O:19][CH2:20][CH2:21][N:33]([CH3:34])[CH3:32])=[CH:15][CH:14]=3)=[CH:7][C:5]=2[CH:6]=1. The yield is 0.380. (4) The yield is 0.510. The product is [CH:7]1([CH2:13][O:14][C:15]2[CH:22]=[CH:21][C:18](/[CH:19]=[CH:28]/[C:29]([NH:31][C:32]3[CH:40]=[CH:39][CH:38]=[CH:37][C:33]=3[C:34]([OH:36])=[O:35])=[O:30])=[CH:17][C:16]=2[O:23][CH3:24])[CH2:12][CH2:11][CH2:10][CH2:9][CH2:8]1. The catalyst is C1(C)C=CC=CC=1.CCO.O. The reactants are N1CCCCC1.[CH:7]1([CH2:13][O:14][C:15]2[CH:22]=[CH:21][C:18]([CH:19]=O)=[CH:17][C:16]=2[O:23][CH3:24])[CH2:12][CH2:11][CH2:10][CH2:9][CH2:8]1.C([CH2:28][C:29]([NH:31][C:32]1[CH:40]=[CH:39][CH:38]=[CH:37][C:33]=1[C:34]([OH:36])=[O:35])=[O:30])(O)=O.Cl. (5) The reactants are [CH2:1]([N:8]([CH2:37][C:38]1[CH:43]=[CH:42][CH:41]=[CH:40][CH:39]=1)[CH:9]1[CH2:13][CH:12]([C:14]2[N:18]3[C:19]4[CH:25]=[CH:24][N:23](S(C5C=CC(C)=CC=5)(=O)=O)[C:20]=4[N:21]=[CH:22][C:17]3=[N:16][CH:15]=2)[CH:11]([CH3:36])[CH2:10]1)[C:2]1[CH:7]=[CH:6][CH:5]=[CH:4][CH:3]=1.[OH-].[Na+]. The catalyst is O1CCOCC1. The product is [CH2:37]([N:8]([CH2:1][C:2]1[CH:7]=[CH:6][CH:5]=[CH:4][CH:3]=1)[CH:9]1[CH2:10][CH:11]([CH3:36])[CH:12]([C:14]2[N:18]3[C:19]4[CH:25]=[CH:24][NH:23][C:20]=4[N:21]=[CH:22][C:17]3=[N:16][CH:15]=2)[CH2:13]1)[C:38]1[CH:43]=[CH:42][CH:41]=[CH:40][CH:39]=1. The yield is 0.560. (6) The reactants are [F:1][C:2]1[CH:7]=[C:6]([CH2:8]O)[CH:5]=[C:4]([NH:10][CH2:11][C:12]2[CH:17]=[CH:16][C:15]([O:18][CH3:19])=[CH:14][CH:13]=2)[N:3]=1.C(N(CC)CC)C.CS(Cl)(=O)=O.[O:32]1[CH2:36][CH2:35][O:34][CH:33]1[C:37]1[CH:38]=[C:39]([CH:52]=[C:53]([CH3:55])[CH:54]=1)[O:40][C:41]1[NH:46][C:45](=[O:47])[NH:44][C:43](=[O:48])[C:42]=1[CH:49]([CH3:51])[CH3:50].C(=O)([O-])[O-].[K+].[K+].[I-].[Li+]. The catalyst is C(Cl)(Cl)Cl.ClCCl.CN(C=O)C. The product is [O:34]1[CH2:35][CH2:36][O:32][CH:33]1[C:37]1[CH:38]=[C:39]([CH:52]=[C:53]([CH3:55])[CH:54]=1)[O:40][C:41]1[N:46]([CH2:8][C:6]2[CH:5]=[C:4]([NH:10][CH2:11][C:12]3[CH:17]=[CH:16][C:15]([O:18][CH3:19])=[CH:14][CH:13]=3)[N:3]=[C:2]([F:1])[CH:7]=2)[C:45](=[O:47])[NH:44][C:43](=[O:48])[C:42]=1[CH:49]([CH3:51])[CH3:50]. The yield is 0.530. (7) The reactants are [C:1]1(=[O:7])[CH2:6][CH2:5][CH2:4][CH2:3][CH2:2]1.[CH2:8](O)[CH2:9][CH2:10][OH:11].C(OCC)(OCC)OCC.[OH-].[Na+]. The catalyst is ClCCl.[Cl-].[Zr+4].[Cl-].[Cl-].[Cl-]. The product is [CH2:10]1[O:11][C:1]2([CH2:6][CH2:5][CH2:4][CH2:3][CH2:2]2)[O:7][CH2:8][CH2:9]1. The yield is 0.550. (8) The reactants are [Cl:1][C:2]1[C:7]2[CH:8]=[N:9][S:10][C:6]=2[C:5]([N+:11]([O-])=O)=[CH:4][CH:3]=1.O. The catalyst is C(O)(=O)C.[Fe]. The product is [Cl:1][C:2]1[C:7]2[CH:8]=[N:9][S:10][C:6]=2[C:5]([NH2:11])=[CH:4][CH:3]=1. The yield is 0.780. (9) The reactants are Br[C:2]1[CH:7]=[CH:6][CH:5]=[CH:4][C:3]=1[CH2:8][CH2:9][C:10]([N:12]([CH:22]([CH3:24])[CH3:23])[NH:13][C:14](=[O:21])[C:15]1[CH:20]=[CH:19][CH:18]=[CH:17][CH:16]=1)=[O:11].C([O-])([O-])=O.[Na+].[Na+].[Cl:31][C:32]1[CH:33]=[CH:34][C:35]([O:41][CH3:42])=[C:36](B(O)O)[CH:37]=1. The catalyst is COCCOC. The product is [Cl:31][C:32]1[CH:37]=[CH:36][C:35]([O:41][CH3:42])=[C:34]([C:2]2[CH:7]=[CH:6][CH:5]=[CH:4][C:3]=2[CH2:8][CH2:9][C:10]([N:12]([CH:22]([CH3:24])[CH3:23])[NH:13][C:14](=[O:21])[C:15]2[CH:20]=[CH:19][CH:18]=[CH:17][CH:16]=2)=[O:11])[CH:33]=1. The yield is 0.380.